This data is from Forward reaction prediction with 1.9M reactions from USPTO patents (1976-2016). The task is: Predict the product of the given reaction. (1) Given the reactants Br[C:2]1[CH:3]=[C:4]([C:9]([OH:11])=O)[CH:5]=[N:6][C:7]=1Cl.[N:12]1[CH:17]=[CH:16][C:15]([CH2:18][OH:19])=[CH:14][CH:13]=1.[Cl:20][C:21]1[CH:26]=[CH:25][C:24](B(O)O)=[CH:23][CH:22]=1.[NH2:30][CH2:31][CH:32]([CH2:35][CH3:36])[CH2:33][OH:34], predict the reaction product. The product is: [Cl:20][C:21]1[CH:26]=[CH:25][C:24]([C:2]2[C:7]([O:19][CH2:18][C:15]3[CH:16]=[CH:17][N:12]=[CH:13][CH:14]=3)=[N:6][CH:5]=[C:4]([CH:3]=2)[C:9]([NH:30][CH2:31][CH:32]([CH2:33][OH:34])[CH2:35][CH3:36])=[O:11])=[CH:23][CH:22]=1. (2) Given the reactants Br[C:2]1[CH:3]=[C:4]([C:7]2[CH:8]=[C:9]([CH:15]=[CH:16][CH:17]=2)[C:10]([O:12][CH2:13][CH3:14])=[O:11])[S:5][CH:6]=1.[CH:18]([C:21]1[CH:26]=[CH:25][C:24](B(O)O)=[CH:23][CH:22]=1)([CH3:20])[CH3:19].C([O-])([O-])=O.[Na+].[Na+], predict the reaction product. The product is: [CH:18]([C:21]1[CH:26]=[CH:25][C:24]([C:2]2[CH:3]=[C:4]([C:7]3[CH:8]=[C:9]([CH:15]=[CH:16][CH:17]=3)[C:10]([O:12][CH2:13][CH3:14])=[O:11])[S:5][CH:6]=2)=[CH:23][CH:22]=1)([CH3:20])[CH3:19].